Regression. Given a target protein amino acid sequence and a drug SMILES string, predict the binding affinity score between them. We predict pIC50 (pIC50 = -log10(IC50 in M); higher means more potent). Dataset: bindingdb_ic50. From a dataset of Drug-target binding data from BindingDB using IC50 measurements. The small molecule is CS(=O)(=O)C=Cc1ccc(-c2cnc(C(=O)CCCCCCc3ccccc3)o2)nc1. The target protein (Q8VCT4) has sequence MGLYPLIWLSLAACTAWGYPSSPPVVNTVKGKVLGKYVNLEGFTQPVAVFLGVPFAKPPLGSLRFAPPQPAEPWSFVKNTTSYPPMCSQDAVGGQVLSELFTNRKENIPLQFSEDCLYLNIYTPADLTKNSRLPVMVWIHGGGLVVGGASTYDGLALSAHENVVVVTIQYRLGIWGFFSTGDEHSRGNWGHLDQVAALRWVQDNIANFGGNPGSVTIFGESAGGFSVSVLVLSPLAKNLFHRAISESGVSLTAALITTDVKPIAGLVATLSGCKTTTSAVMVHCLRQKTEDELLETSLKLNLFKLDLLGNPKESYPFLPTVIDGVVLPKAPEEILAEKSFSTVPYIVGINKQEFGWIIPTLMGYPLAEGKLDQKTANSLLWKSYPTLKISENMIPVVAEKYLGGTDDLTKKKDLFQDLMADVVFGVPSVIVSRSHRDAGASTYMYEFEYRPSFVSAMRPKAVIGDHGDEIFSVFGSPFLKDGASEEETNLSKMVMKFWAN.... The pIC50 is 6.3.